Predict the reactants needed to synthesize the given product. From a dataset of Full USPTO retrosynthesis dataset with 1.9M reactions from patents (1976-2016). Given the product [N:14]1[CH:15]=[CH:16][C:11]([CH2:10][CH2:9][N:7]2[CH:8]=[C:4]([NH2:1])[CH:5]=[N:6]2)=[CH:12][CH:13]=1, predict the reactants needed to synthesize it. The reactants are: [N+:1]([C:4]1[CH:5]=[N:6][N:7]([CH2:9][CH2:10][C:11]2[CH:16]=[CH:15][N:14]=[CH:13][CH:12]=2)[CH:8]=1)([O-])=O.